From a dataset of Catalyst prediction with 721,799 reactions and 888 catalyst types from USPTO. Predict which catalyst facilitates the given reaction. (1) Reactant: C([O:5][C:6]([C:8]1[C:9]([C:14]2[CH:19]=[CH:18][C:17]([CH2:20][N:21]3[C:25]([CH2:26][NH2:27])=[C:24]([CH2:28][CH3:29])[N:23]=[C:22]3[O:30][CH2:31][CH3:32])=[C:16]([F:33])[CH:15]=2)=[CH:10][CH:11]=[CH:12][CH:13]=1)=[O:7])(C)(C)C.[C:34]([S:37][C@@H:38]([CH2:42][CH:43]([CH3:45])[CH3:44])[C:39](O)=[O:40])(=[O:36])[CH3:35].CN(C(ON1N=NC2C=CC(=CC1=2)Cl)=[N+](C)C)C.F[P-](F)(F)(F)(F)F.C([O-])(O)=O.[Na+]. Product: [C:34]([S:37][C@@H:38]([CH2:42][CH:43]([CH3:45])[CH3:44])[C:39]([NH:27][CH2:26][C:25]1[N:21]([CH2:20][C:17]2[CH:18]=[CH:19][C:14]([C:9]3[C:8]([C:6]([OH:5])=[O:7])=[CH:13][CH:12]=[CH:11][CH:10]=3)=[CH:15][C:16]=2[F:33])[C:22]([O:30][CH2:31][CH3:32])=[N:23][C:24]=1[CH2:28][CH3:29])=[O:40])(=[O:36])[CH3:35]. The catalyst class is: 2. (2) Reactant: C(OC([N:8]1[C@H:13]([CH3:14])[CH2:12][N:11]([CH2:15][C:16]([NH:18][C:19]2[CH:20]=[C:21]([CH:51]=[CH:52][C:53]=2[O:54][CH3:55])[C:22]([O:24][C@H:25]([C:36]2[CH:41]=[CH:40][C:39]([O:42][CH:43]([F:45])[F:44])=[C:38]([O:46][CH2:47][CH:48]3[CH2:50][CH2:49]3)[CH:37]=2)[CH2:26][C:27]2[C:32]([Cl:33])=[CH:31][N+:30]([O-:34])=[CH:29][C:28]=2[Cl:35])=[O:23])=[O:17])[C@@H:10]([CH3:56])[CH2:9]1)=O)(C)(C)C. Product: [Cl:35][C:28]1[CH:29]=[N+:30]([O-:34])[CH:31]=[C:32]([Cl:33])[C:27]=1[CH2:26][C@@H:25]([C:36]1[CH:41]=[CH:40][C:39]([O:42][CH:43]([F:45])[F:44])=[C:38]([O:46][CH2:47][CH:48]2[CH2:50][CH2:49]2)[CH:37]=1)[O:24][C:22](=[O:23])[C:21]1[CH:51]=[CH:52][C:53]([O:54][CH3:55])=[C:19]([NH:18][C:16](=[O:17])[CH2:15][N:11]2[CH2:12][C@@H:13]([CH3:14])[NH:8][CH2:9][C@@H:10]2[CH3:56])[CH:20]=1. The catalyst class is: 89. (3) Reactant: C([O:3][C:4](=[O:36])[CH2:5][N:6]1[CH:10]=[C:9]([C:11]2[CH:16]=[CH:15][C:14]([CH:17]([C:29]3[CH:34]=[CH:33][CH:32]=[CH:31][C:30]=3[CH3:35])[CH2:18]/[C:19](=[N:27]\[OH:28])/[C:20]3[CH:25]=[CH:24][N:23]=[C:22]([CH3:26])[CH:21]=3)=[CH:13][CH:12]=2)[N:8]=[N:7]1)C.[OH-].[Li+].Cl. Product: [OH:28]/[N:27]=[C:19](/[C:20]1[CH:25]=[CH:24][N:23]=[C:22]([CH3:26])[CH:21]=1)\[CH2:18][CH:17]([C:14]1[CH:15]=[CH:16][C:11]([C:9]2[N:8]=[N:7][N:6]([CH2:5][C:4]([OH:36])=[O:3])[CH:10]=2)=[CH:12][CH:13]=1)[C:29]1[CH:34]=[CH:33][CH:32]=[CH:31][C:30]=1[CH3:35]. The catalyst class is: 38. (4) Reactant: [CH3:1][O:2][C:3]1[CH:4]=[C:5]([CH2:10][C@H:11]2[C:15](=[O:16])[O:14][CH2:13][C@@H:12]2[C@H:17](O)[C:18]2[CH:19]=[CH:20][C:21]([OH:26])=[C:22]([O:24][CH3:25])[CH:23]=2)[CH:6]=[CH:7][C:8]=1[OH:9].C([O-])=O.[NH4+]. Product: [CH3:25][O:24][C:22]1[CH:23]=[C:18]([CH2:17][C@@H:12]2[C@@H:11]([CH2:10][C:5]3[CH:6]=[CH:7][C:8]([OH:9])=[C:3]([O:2][CH3:1])[CH:4]=3)[C:15](=[O:16])[O:14][CH2:13]2)[CH:19]=[CH:20][C:21]=1[OH:26]. The catalyst class is: 285.